This data is from Full USPTO retrosynthesis dataset with 1.9M reactions from patents (1976-2016). The task is: Predict the reactants needed to synthesize the given product. (1) Given the product [CH2:24]([NH:26][C:27]([NH:1][C:2]1[CH:7]=[CH:6][C:5]([C:8]2[O:12][C:11]([C:13]([N:15]3[CH2:21][CH:20]4[N:22]([CH3:23])[CH:17]([CH2:18][CH2:19]4)[CH2:16]3)=[O:14])=[CH:10][CH:9]=2)=[CH:4][CH:3]=1)=[O:28])[CH3:25], predict the reactants needed to synthesize it. The reactants are: [NH2:1][C:2]1[CH:7]=[CH:6][C:5]([C:8]2[O:12][C:11]([C:13]([N:15]3[CH2:21][CH:20]4[N:22]([CH3:23])[CH:17]([CH2:18][CH2:19]4)[CH2:16]3)=[O:14])=[CH:10][CH:9]=2)=[CH:4][CH:3]=1.[CH2:24]([N:26]=[C:27]=[O:28])[CH3:25].[OH-].[Na+]. (2) Given the product [F:21][C:15]1[CH:16]=[C:17]([F:20])[CH:18]=[CH:19][C:14]=1[N:13]1[C:2]2[C:3](=[CH:22][C:23]([F:27])=[C:24]([F:26])[CH:25]=2)[C:4](=[O:5])[C:6]([C:7]([O:9][CH2:10][CH3:11])=[O:8])=[CH:12]1, predict the reactants needed to synthesize it. The reactants are: Cl[C:2]1[CH:25]=[C:24]([F:26])[C:23]([F:27])=[CH:22][C:3]=1[C:4]([C:6](=[CH:12][NH:13][C:14]1[CH:19]=[CH:18][C:17]([F:20])=[CH:16][C:15]=1[F:21])[C:7]([O:9][CH2:10][CH3:11])=[O:8])=[O:5].[H-].[Na+].O. (3) Given the product [CH3:17][N:8]([CH2:7][CH:4]1[CH2:5][CH2:6][O:1][CH2:2][CH2:3]1)[C:9](=[O:15])[O:10][C:11]([CH3:12])([CH3:14])[CH3:13], predict the reactants needed to synthesize it. The reactants are: [O:1]1[CH2:6][CH2:5][CH:4]([CH2:7][NH:8][C:9](=[O:15])[O:10][C:11]([CH3:14])([CH3:13])[CH3:12])[CH2:3][CH2:2]1.I[CH3:17].[H-].[Na+].[NH4+].[Cl-]. (4) Given the product [CH2:1]([C:8]1[CH:16]=[C:15]([O:17][CH3:18])[CH:14]=[CH:13][C:9]=1[C:10]([NH:31][CH3:28])=[O:11])[C:2]1[CH:7]=[CH:6][CH:5]=[CH:4][CH:3]=1, predict the reactants needed to synthesize it. The reactants are: [CH2:1]([C:8]1[CH:16]=[C:15]([O:17][CH3:18])[CH:14]=[CH:13][C:9]=1[C:10](O)=[O:11])[C:2]1[CH:7]=[CH:6][CH:5]=[CH:4][CH:3]=1.C(Cl)(=O)C(Cl)=O.Cl.CN.[CH:28]([N:31](C(C)C)CC)(C)C. (5) Given the product [CH:24]1[CH:25]=[CH:36][C:21]2[N:20]([OH:19])[N:28]=[N:27][C:22]=2[CH:23]=1.[CH3:36][CH2:37][N:38]([CH:42]([CH3:44])[CH3:43])[CH:39]([CH3:41])[CH3:40], predict the reactants needed to synthesize it. The reactants are: B(O)O.C([O-])([O-])=O.[Cs+].[Cs+].[OH-].[Li+].CN(C([O:19][N:20]1[N:28]=[N:27][C:22]2[CH:23]=[CH:24][CH:25]=N[C:21]1=2)=[N+](C)C)C.F[P-](F)(F)(F)(F)F.[CH3:36][CH2:37][N:38]([CH:42]([CH3:44])[CH3:43])[CH:39]([CH3:41])[CH3:40].CCN=C=NCCCN(C)C.